Regression. Given a peptide amino acid sequence and an MHC pseudo amino acid sequence, predict their binding affinity value. This is MHC class II binding data. From a dataset of Peptide-MHC class II binding affinity with 134,281 pairs from IEDB. (1) The MHC is DRB4_0103 with pseudo-sequence DRB4_0103. The binding affinity (normalized) is 0.485. The peptide sequence is RRSIPVNEALAAAGL. (2) The binding affinity (normalized) is 0. The peptide sequence is EGPEEHEILNDSGET. The MHC is DRB1_1101 with pseudo-sequence DRB1_1101. (3) The peptide sequence is IFSKNLNIKLNMPLY. The MHC is DRB1_0901 with pseudo-sequence DRB1_0901. The binding affinity (normalized) is 0.298. (4) The peptide sequence is TVLAFPAGVCPTIGV. The MHC is DRB5_0101 with pseudo-sequence DRB5_0101. The binding affinity (normalized) is 0.351. (5) The peptide sequence is TAGVFAAPTLMSFLR. The binding affinity (normalized) is 0.603. The MHC is H-2-IAb with pseudo-sequence H-2-IAb. (6) The peptide sequence is IKVLVAMASINTLTL. The MHC is HLA-DQA10102-DQB10602 with pseudo-sequence HLA-DQA10102-DQB10602. The binding affinity (normalized) is 0.321. (7) The peptide sequence is GELQINDKIDAAFKI. The MHC is DRB1_1302 with pseudo-sequence DRB1_1302. The binding affinity (normalized) is 0.609. (8) The peptide sequence is VIDWLVSNQSVRNRY. The MHC is DRB3_0202 with pseudo-sequence DRB3_0202. The binding affinity (normalized) is 0.871. (9) The peptide sequence is TGHGTVVMQVKVPKG. The MHC is DRB1_0901 with pseudo-sequence DRB1_0901. The binding affinity (normalized) is 0. (10) The peptide sequence is LVGPTPANIIGRNLLTQIGC. The MHC is H-2-IAd with pseudo-sequence H-2-IAd. The binding affinity (normalized) is 0.608.